This data is from Peptide-MHC class II binding affinity with 134,281 pairs from IEDB. The task is: Regression. Given a peptide amino acid sequence and an MHC pseudo amino acid sequence, predict their binding affinity value. This is MHC class II binding data. (1) The binding affinity (normalized) is 0.434. The MHC is DRB5_0101 with pseudo-sequence DRB5_0101. The peptide sequence is PEQIQLLKKAFDAFD. (2) The peptide sequence is RGGMVAPLYGVEGTK. The MHC is DRB3_0202 with pseudo-sequence DRB3_0202. The binding affinity (normalized) is 0.272. (3) The peptide sequence is KPPFSGMTGCGNTPI. The MHC is HLA-DQA10201-DQB10202 with pseudo-sequence HLA-DQA10201-DQB10202. The binding affinity (normalized) is 0. (4) The peptide sequence is NSLLFIPDIKLAIDN. The binding affinity (normalized) is 0.402. The MHC is H-2-IAb with pseudo-sequence H-2-IAb.